This data is from Full USPTO retrosynthesis dataset with 1.9M reactions from patents (1976-2016). The task is: Predict the reactants needed to synthesize the given product. (1) Given the product [F:1][C:2]1[CH:3]=[C:4]([C:5]2[O:6][CH:15]=[N:14][C:16]=2[CH3:17])[CH:7]=[CH:8][C:9]=1[C:10]([F:11])([F:12])[F:13], predict the reactants needed to synthesize it. The reactants are: [F:1][C:2]1[CH:3]=[C:4]([CH:7]=[CH:8][C:9]=1[C:10]([F:13])([F:12])[F:11])[CH:5]=[O:6].[N+:14]([CH:16](S(C1C=CC(C)=CC=1)(=O)=O)[CH3:17])#[C-:15].C(=O)([O-])[O-].[K+].[K+].O. (2) Given the product [CH3:11][C:3]1[CH:4]=[C:5]([CH:9]=[CH:10][C:2]=1[B:20]1[O:21][C:22]([CH3:24])([CH3:23])[C:18]([CH3:34])([CH3:17])[O:19]1)[C:6]([OH:8])=[O:7], predict the reactants needed to synthesize it. The reactants are: I[C:2]1[CH:10]=[CH:9][C:5]([C:6]([OH:8])=[O:7])=[CH:4][C:3]=1[CH3:11].C([O-])(=O)C.[K+].[CH3:17][C:18]1([CH3:34])[C:22]([CH3:24])([CH3:23])[O:21][B:20]([B:20]2[O:21][C:22]([CH3:24])([CH3:23])[C:18]([CH3:34])([CH3:17])[O:19]2)[O:19]1.O. (3) Given the product [CH:10]([N:5]1[C:4]([B:14]([OH:20])[OH:15])=[CH:8][CH:7]=[N:6]1)([CH3:11])[CH3:9], predict the reactants needed to synthesize it. The reactants are: C([C:4]1[CH:8]=[CH:7][NH:6][N:5]=1)(C)C.[CH2:9]([Li])[CH2:10][CH2:11]C.[B:14](OCCCC)([O:20]CCCC)[O:15]CCCC. (4) Given the product [Si:1]([O:8][CH2:9][C@H:10]1[CH2:15][N:14]([C:25]2[CH:30]=[CH:29][N:28]=[CH:27][C:26]=2[N+:31]([O-:33])=[O:32])[CH2:13][C@@H:12]([NH:16][C:17](=[O:23])[O:18][C:19]([CH3:22])([CH3:21])[CH3:20])[CH2:11]1)([C:4]([CH3:7])([CH3:6])[CH3:5])([CH3:3])[CH3:2], predict the reactants needed to synthesize it. The reactants are: [Si:1]([O:8][CH2:9][C@H:10]1[CH2:15][NH:14][CH2:13][C@@H:12]([NH:16][C:17](=[O:23])[O:18][C:19]([CH3:22])([CH3:21])[CH3:20])[CH2:11]1)([C:4]([CH3:7])([CH3:6])[CH3:5])([CH3:3])[CH3:2].Cl[C:25]1[CH:30]=[CH:29][N:28]=[CH:27][C:26]=1[N+:31]([O-:33])=[O:32]. (5) The reactants are: [CH2:1]([O:8][CH2:9][C:10]1([C:17]([O:19][CH2:20][CH3:21])=[O:18])[CH2:15][CH2:14][C:13](=[O:16])[CH2:12][CH2:11]1)[C:2]1[CH:7]=[CH:6][CH:5]=[CH:4][CH:3]=1.[Li+].CC([N-]C(C)C)C.C1(N([S:37]([C:40]([F:43])([F:42])[F:41])(=[O:39])=[O:38])[S:37]([C:40]([F:43])([F:42])[F:41])(=[O:39])=[O:38])C=CC=CC=1. Given the product [CH2:1]([O:8][CH2:9][C:10]1([C:17]([O:19][CH2:20][CH3:21])=[O:18])[CH2:15][CH2:14][C:13]([O:16][S:37]([C:40]([F:43])([F:42])[F:41])(=[O:39])=[O:38])=[CH:12][CH2:11]1)[C:2]1[CH:3]=[CH:4][CH:5]=[CH:6][CH:7]=1, predict the reactants needed to synthesize it. (6) Given the product [CH:23]1([NH:22][C@H:19]2[CH2:20][CH2:21][C@H:16]([CH2:15][O:8][C:9]3[CH:14]=[CH:13][CH:12]=[CH:11][CH:10]=3)[CH2:17][CH2:18]2)[CH2:28][CH2:27][CH2:26][CH2:25][CH2:24]1, predict the reactants needed to synthesize it. The reactants are: FC(F)(F)C(O)=O.[O:8]([CH2:15][C@H:16]1[CH2:21][CH2:20][C@H:19]([NH2:22])[CH2:18][CH2:17]1)[C:9]1[CH:14]=[CH:13][CH:12]=[CH:11][CH:10]=1.[C:23]1(=O)[CH2:28][CH2:27][CH2:26][CH2:25][CH2:24]1.C([BH3-])#N.[Na+]. (7) Given the product [C:1]([O:5][C:6]([N:8]1[C@@:12]([CH2:13][CH2:14][C:15]2[CH:16]=[CH:17][C:18]([O:21][CH2:27][CH2:28][O:29][C:30]3[CH:35]=[CH:34][CH:33]=[C:32]([F:36])[CH:31]=3)=[CH:19][CH:20]=2)([CH2:22][OH:23])[CH2:11][O:10][C:9]1([CH3:25])[CH3:24])=[O:7])([CH3:4])([CH3:3])[CH3:2], predict the reactants needed to synthesize it. The reactants are: [C:1]([O:5][C:6]([N:8]1[C@:12]([CH2:22][OH:23])([CH2:13][CH2:14][C:15]2[CH:20]=[CH:19][C:18]([OH:21])=[CH:17][CH:16]=2)[CH2:11][O:10][C:9]1([CH3:25])[CH3:24])=[O:7])([CH3:4])([CH3:3])[CH3:2].Br[CH2:27][CH2:28][O:29][C:30]1[CH:35]=[CH:34][CH:33]=[C:32]([F:36])[CH:31]=1.C(OCC)(=O)C.O. (8) Given the product [C:14]([O:6][CH:4]([CH2:3][CH:2]([O:7][C:27](=[O:23])[C:26]1[CH:11]=[CH:10][CH:9]=[CH:24][CH:25]=1)[CH3:1])[CH3:5])(=[O:21])[C:15]1[CH:20]=[CH:19][CH:18]=[CH:17][CH:16]=1, predict the reactants needed to synthesize it. The reactants are: [CH3:1][CH:2]([OH:7])[CH2:3][CH:4]([OH:6])[CH3:5].N1C=C[CH:11]=[CH:10][CH:9]=1.[C:14](Cl)(=[O:21])[C:15]1[CH:20]=[CH:19][CH:18]=[CH:17][CH:16]=1.[O:23]1[CH2:27][CH2:26][CH2:25][CH2:24]1.